Dataset: Full USPTO retrosynthesis dataset with 1.9M reactions from patents (1976-2016). Task: Predict the reactants needed to synthesize the given product. (1) Given the product [C:18]1([N:24]([C:26]2[CH:31]=[CH:30][CH:29]=[CH:28][CH:27]=2)[NH:25][C:15]([C:11]2[C:12]([CH3:14])=[N:13][C:8]([C:4]3[CH:5]=[CH:6][CH:7]=[C:2]([F:1])[CH:3]=3)=[N:9][CH:10]=2)=[O:17])[CH:19]=[CH:20][CH:21]=[CH:22][CH:23]=1, predict the reactants needed to synthesize it. The reactants are: [F:1][C:2]1[CH:3]=[C:4]([C:8]2[N:13]=[C:12]([CH3:14])[C:11]([C:15]([OH:17])=O)=[CH:10][N:9]=2)[CH:5]=[CH:6][CH:7]=1.[C:18]1([N:24]([C:26]2[CH:31]=[CH:30][CH:29]=[CH:28][CH:27]=2)[NH2:25])[CH:23]=[CH:22][CH:21]=[CH:20][CH:19]=1.C[N+]1(C2N=C(OC)N=C(OC)N=2)CCOCC1.[Cl-]. (2) Given the product [CH2:18]([O:20][C:21]1[CH:22]=[C:23]([CH:26]=[C:27]([O:34][CH2:35][CH3:36])[C:28]=1[N:29]1[CH:33]=[CH:32][CH:31]=[CH:30]1)[CH2:24][N:15]1[CH2:16][CH2:17][CH:12]([NH:11][C:9]2[O:8][C:7]3[C:2]([CH3:1])=[N:3][CH:4]=[CH:5][C:6]=3[N:10]=2)[CH2:13][CH2:14]1)[CH3:19], predict the reactants needed to synthesize it. The reactants are: [CH3:1][C:2]1[C:7]2[O:8][C:9]([NH:11][CH:12]3[CH2:17][CH2:16][NH:15][CH2:14][CH2:13]3)=[N:10][C:6]=2[CH:5]=[CH:4][N:3]=1.[CH2:18]([O:20][C:21]1[CH:22]=[C:23]([CH:26]=[C:27]([O:34][CH2:35][CH3:36])[C:28]=1[N:29]1[CH:33]=[CH:32][CH:31]=[CH:30]1)[CH:24]=O)[CH3:19].C([BH3-])#N.[Na+].C(N(C(C)C)C(C)C)C. (3) The reactants are: [C:1]1([C:7](=O)[CH2:8][C:9]2[CH:13]=[CH:12][S:11][CH:10]=2)[CH:6]=[CH:5][CH:4]=[CH:3][CH:2]=1.[CH:15]([C:17]1[CH:26]=[CH:25][C:20]([C:21]([O:23]C)=[O:22])=[C:19]([OH:27])[CH:18]=1)=O.[CH3:28][C:29]1(C)[O:36]C(=O)CC(=O)O1.C([O-])(C)=O.[NH4+:42]. Given the product [OH:27][C:19]1[CH:18]=[C:17]([CH:15]2[C:8]([C:9]3[CH:13]=[CH:12][S:11][CH:10]=3)=[C:7]([C:1]3[CH:6]=[CH:5][CH:4]=[CH:3][CH:2]=3)[NH:42][C:29](=[O:36])[CH2:28]2)[CH:26]=[CH:25][C:20]=1[C:21]([OH:23])=[O:22], predict the reactants needed to synthesize it. (4) Given the product [O:9]=[C:8]1[NH:10][C:3]([CH2:2][O:15][C:16]2[CH:17]=[C:18]([CH:23]=[CH:24][CH:25]=2)[C:19]([O:21][CH3:22])=[O:20])=[N:5][C:6]2[CH:14]=[N:13][CH:12]=[CH:11][C:7]1=2, predict the reactants needed to synthesize it. The reactants are: Cl[CH2:2][C:3]([NH:5][C:6]1[CH:14]=[N:13][CH:12]=[CH:11][C:7]=1[C:8]([NH2:10])=[O:9])=O.[OH:15][C:16]1[CH:17]=[C:18]([CH:23]=[CH:24][CH:25]=1)[C:19]([O:21][CH3:22])=[O:20]. (5) Given the product [CH3:14][O:13][CH:5]([O:4][CH3:3])[C:6]1[CH:11]=[CH:10][N:9]=[C:8]([S:12][CH3:2])[N:7]=1, predict the reactants needed to synthesize it. The reactants are: I[CH3:2].[CH3:3][O:4][CH:5]([O:13][CH3:14])[C:6]1[CH:11]=[CH:10][N:9]=[C:8]([S-:12])[N:7]=1.[Na+]. (6) Given the product [N:1]1([CH:7]2[CH2:8][CH2:9][N:10]([CH2:13][C:14]3[C:15]([C:31]4[CH:36]=[CH:35][CH:34]=[C:33]([C:37]([F:38])([F:39])[F:40])[CH:32]=4)=[N:16][C:17]4[C:22]([C:23]=3[C:24]([NH:44][C@H:43]([C:45]3[CH:50]=[CH:49][CH:48]=[CH:47][CH:46]=3)[C:42]([F:51])([F:52])[F:41])=[O:25])=[CH:21][C:20]([S:27]([CH3:30])(=[O:28])=[O:29])=[CH:19][CH:18]=4)[CH2:11][CH2:12]2)[CH2:6][CH2:5][CH2:4][CH2:3][CH2:2]1, predict the reactants needed to synthesize it. The reactants are: [N:1]1([CH:7]2[CH2:12][CH2:11][N:10]([CH2:13][C:14]3[C:15]([C:31]4[CH:36]=[CH:35][CH:34]=[C:33]([C:37]([F:40])([F:39])[F:38])[CH:32]=4)=[N:16][C:17]4[C:22]([C:23]=3[C:24](O)=[O:25])=[CH:21][C:20]([S:27]([CH3:30])(=[O:29])=[O:28])=[CH:19][CH:18]=4)[CH2:9][CH2:8]2)[CH2:6][CH2:5][CH2:4][CH2:3][CH2:2]1.[F:41][C:42]([F:52])([F:51])[C@@H:43]([C:45]1[CH:50]=[CH:49][CH:48]=[CH:47][CH:46]=1)[NH2:44].C(Cl)CCl.C1C=CC2N(O)N=NC=2C=1.C(N(CC)C(C)C)(C)C. (7) Given the product [C:1]([CH:3]1[CH2:7][CH2:6][N:5]([CH2:8][CH:9]([NH:11][C:12]([C:14]2[C:22]3[C:17](=[N:18][CH:19]=[C:20]([C:23]4[C:31]5[C:26](=[CH:27][C:28]([Cl:32])=[CH:29][CH:30]=5)[N:25]([CH3:33])[N:24]=4)[N:21]=3)[NH:16][CH:15]=2)=[O:13])[CH3:10])[CH2:4]1)#[N:2], predict the reactants needed to synthesize it. The reactants are: [C:1]([CH:3]1[CH2:7][CH2:6][N:5]([CH2:8][CH:9]([NH:11][C:12]([C:14]2[C:22]3[C:17](=[N:18][CH:19]=[C:20]([C:23]4[C:31]5[C:26](=[CH:27][C:28]([Cl:32])=[CH:29][CH:30]=5)[N:25]([CH3:33])[N:24]=4)[N:21]=3)[N:16](COCC[Si](C)(C)C)[CH:15]=2)=[O:13])[CH3:10])[CH2:4]1)#[N:2].FC(F)(F)C(O)=O.C(N)CN.O. (8) Given the product [Br:9][C:10]1[CH:15]=[CH:14][C:13]([O:16][Si:1]([C:4]([CH3:7])([CH3:6])[CH3:5])([CH3:3])[CH3:2])=[CH:12][CH:11]=1, predict the reactants needed to synthesize it. The reactants are: [Si:1](Cl)([C:4]([CH3:7])([CH3:6])[CH3:5])([CH3:3])[CH3:2].[Br:9][C:10]1[CH:15]=[CH:14][C:13]([OH:16])=[CH:12][CH:11]=1.N1C=CN=C1. (9) The reactants are: C[O:2][C:3]([C@H:5]1[CH2:10][CH2:9][C@H:8]([NH:11][C:12]([O:14][C:15]([CH3:18])([CH3:17])[CH3:16])=[O:13])[CH2:7][CH2:6]1)=O.[BH4-].[Li+].C([BH-](CC)CC)C.[Li+]. Given the product [CH3:18][C:15]([O:14][C:12]([NH:11][CH:8]1[CH2:7][CH2:6][CH:5]([CH2:3][OH:2])[CH2:10][CH2:9]1)=[O:13])([CH3:16])[CH3:17], predict the reactants needed to synthesize it.